The task is: Regression. Given a peptide amino acid sequence and an MHC pseudo amino acid sequence, predict their binding affinity value. This is MHC class I binding data.. This data is from Peptide-MHC class I binding affinity with 185,985 pairs from IEDB/IMGT. The peptide sequence is SFYLISIFLH. The MHC is HLA-A31:01 with pseudo-sequence HLA-A31:01. The binding affinity (normalized) is 0.531.